This data is from Catalyst prediction with 721,799 reactions and 888 catalyst types from USPTO. The task is: Predict which catalyst facilitates the given reaction. (1) Reactant: CCN(C(C)C)C(C)C.C(OC([NH:17][CH2:18][CH2:19][NH:20][C:21]1[CH:26]=[CH:25][CH:24]=[CH:23][C:22]=1[N:27]1[CH2:32][CH2:31][N:30]([C:33](=[O:63])[C@H:34]([NH:43][C:44]([C@@H:46]2[CH2:55][C:54]3[C:49](=[CH:50][CH:51]=[CH:52][CH:53]=3)[CH2:48][N:47]2C(OC(C)(C)C)=O)=[O:45])[CH2:35][C:36]2[CH:41]=[CH:40][C:39]([Cl:42])=[CH:38][CH:37]=2)[CH2:29][CH2:28]1)=O)(C)(C)C.NC1C=CC=CC=1N1CCN(C(=O)[C@H](NC([C@@H]2CC3C(=CC=CC=3)CN2C(OC(C)(C)C)=O)=O)CC2C=CC(Cl)=CC=2)CC1.C(OC(=O)NCC=O)(C)(C)C.[BH-](OC(C)=O)(OC(C)=O)OC(C)=O.[Na+]. The catalyst class is: 344. Product: [NH2:17][CH2:18][CH2:19][NH:20][C:21]1[CH:26]=[CH:25][CH:24]=[CH:23][C:22]=1[N:27]1[CH2:28][CH2:29][N:30]([C:33](=[O:63])[C@H:34]([NH:43][C:44]([C@@H:46]2[CH2:55][C:54]3[C:49](=[CH:50][CH:51]=[CH:52][CH:53]=3)[CH2:48][NH:47]2)=[O:45])[CH2:35][C:36]2[CH:41]=[CH:40][C:39]([Cl:42])=[CH:38][CH:37]=2)[CH2:31][CH2:32]1. (2) Reactant: [F:1][C:2]1[CH:3]=[CH:4][C:5]2[N:14]=[C:13]([N:15]3[CH2:20][CH2:19][NH:18][C@@H:17]([CH2:21][CH2:22][CH2:23][O:24][CH3:25])[CH2:16]3)[C:12]3[CH:11]=[CH:10][S:9][C:8]=3[NH:7][C:6]=2[CH:26]=1.C=O.[C:29](O[BH-](OC(=O)C)OC(=O)C)(=O)C.[Na+]. Product: [F:1][C:2]1[CH:3]=[CH:4][C:5]2[N:14]=[C:13]([N:15]3[CH2:20][CH2:19][N:18]([CH3:29])[C@@H:17]([CH2:21][CH2:22][CH2:23][O:24][CH3:25])[CH2:16]3)[C:12]3[CH:11]=[CH:10][S:9][C:8]=3[NH:7][C:6]=2[CH:26]=1. The catalyst class is: 4. (3) Reactant: [CH3:1][O:2][C:3]1[CH:8]=[CH:7][C:6]([C:9]2[CH:10]=[CH:11][C:12](=[O:28])[N:13]([CH2:15][C:16]3[CH:17]=[N:18][C:19]([C:22]#[C:23][Si](C)(C)C)=[CH:20][CH:21]=3)[CH:14]=2)=[CH:5][CH:4]=1.[F-].C([N+](CCCC)(CCCC)CCCC)CCC. Product: [C:22]([C:19]1[N:18]=[CH:17][C:16]([CH2:15][N:13]2[CH:14]=[C:9]([C:6]3[CH:5]=[CH:4][C:3]([O:2][CH3:1])=[CH:8][CH:7]=3)[CH:10]=[CH:11][C:12]2=[O:28])=[CH:21][CH:20]=1)#[CH:23]. The catalyst class is: 20. (4) Reactant: [Cl:1][C:2]1[C:3]([N:31]2[CH2:36][CH2:35][N:34]([CH2:37][C:38]3[N:39]=[C:40]([CH3:43])[S:41][CH:42]=3)[CH2:33][CH2:32]2)=[C:4]2[N:10]=[C:9]([C:11]3[CH:30]=[CH:29][C:14]([CH2:15][N:16]4[CH2:21][CH2:20][N:19](C(OC(C)(C)C)=O)[CH2:18][CH2:17]4)=[CH:13][CH:12]=3)[NH:8][C:5]2=[N:6][CH:7]=1.C(O)(C(F)(F)F)=O. Product: [Cl:1][C:2]1[C:3]([N:31]2[CH2:32][CH2:33][N:34]([CH2:37][C:38]3[N:39]=[C:40]([CH3:43])[S:41][CH:42]=3)[CH2:35][CH2:36]2)=[C:4]2[N:10]=[C:9]([C:11]3[CH:30]=[CH:29][C:14]([CH2:15][N:16]4[CH2:21][CH2:20][NH:19][CH2:18][CH2:17]4)=[CH:13][CH:12]=3)[NH:8][C:5]2=[N:6][CH:7]=1. The catalyst class is: 2.